Dataset: Catalyst prediction with 721,799 reactions and 888 catalyst types from USPTO. Task: Predict which catalyst facilitates the given reaction. (1) Reactant: Br[C:2](Br)=[CH:3][C:4]1[C:9]([CH3:10])=[CH:8][CH:7]=[CH:6][C:5]=1[NH2:11].[C:13]1(B(O)O)[CH:18]=[CH:17][CH:16]=[CH:15][CH:14]=1.[O-]P([O-])([O-])=O.[K+].[K+].[K+].O.COC1C=CC=C(OC)C=1C1C=CC=CC=1P(C1CCCCC1)C1CCCCC1. Product: [CH3:10][C:9]1[CH:8]=[CH:7][CH:6]=[C:5]2[C:4]=1[CH:3]=[C:2]([C:13]1[CH:18]=[CH:17][CH:16]=[CH:15][CH:14]=1)[NH:11]2. The catalyst class is: 222. (2) Reactant: [CH3:1][O:2][CH2:3][CH:4]([N:8]1[C:17]2[C:12](=[CH:13][C:14]([C:18]3[CH:19]=[N:20][C:21]([NH:33][C:34]([NH:36][CH2:37][CH3:38])=[O:35])=[CH:22][C:23]=3[C:24]3[S:25][CH:26]=[C:27]([C:29]([F:32])([F:31])[F:30])[N:28]=3)=[CH:15][CH:16]=2)[C:11](=[O:39])[C:10]([C:40]([O:42]CC)=[O:41])=[CH:9]1)[CH2:5][O:6][CH3:7].[OH-].[Li+]. Product: [CH3:7][O:6][CH2:5][CH:4]([N:8]1[C:17]2[C:12](=[CH:13][C:14]([C:18]3[CH:19]=[N:20][C:21]([NH:33][C:34]([NH:36][CH2:37][CH3:38])=[O:35])=[CH:22][C:23]=3[C:24]3[S:25][CH:26]=[C:27]([C:29]([F:30])([F:31])[F:32])[N:28]=3)=[CH:15][CH:16]=2)[C:11](=[O:39])[C:10]([C:40]([OH:42])=[O:41])=[CH:9]1)[CH2:3][O:2][CH3:1]. The catalyst class is: 7. (3) Reactant: FC(F)(F)S(O[C:7]1[CH2:8][CH2:9][N:10]([CH3:13])[CH2:11][CH:12]=1)(=O)=O.B1(B2OC(C)(C)C(C)(C)O2)OC(C)(C)C(C)(C)O1.C([O-])([O-])=O.[K+].[K+].Br[C:41]1[S:49][C:48]2[C:43](=[N:44][CH:45]=[CH:46][C:47]=2[O:50][C:51]2[CH:56]=[CH:55][C:54]([N+:57]([O-:59])=[O:58])=[CH:53][C:52]=2[F:60])[CH:42]=1.[F-].[Cs+].C([O-])(O)=O.[Na+]. Product: [F:60][C:52]1[CH:53]=[C:54]([N+:57]([O-:59])=[O:58])[CH:55]=[CH:56][C:51]=1[O:50][C:47]1[CH:46]=[CH:45][N:44]=[C:43]2[CH:42]=[C:41]([C:7]3[CH2:8][CH2:9][N:10]([CH3:13])[CH2:11][CH:12]=3)[S:49][C:48]=12. The catalyst class is: 108.